This data is from Full USPTO retrosynthesis dataset with 1.9M reactions from patents (1976-2016). The task is: Predict the reactants needed to synthesize the given product. Given the product [Cl:1][C:2]1[S:6][C:5]([C:7]([NH:37][CH2:38][C:39]2[N:40]=[CH:41][NH:42][CH:43]=2)=[O:9])=[CH:4][CH:3]=1, predict the reactants needed to synthesize it. The reactants are: [Cl:1][C:2]1[S:6][C:5]([C:7]([OH:9])=O)=[CH:4][CH:3]=1.F[P-](F)(F)(F)(F)F.N1(O[P+](N(C)C)(N(C)C)N(C)C)C2C=CC=CC=2N=N1.[NH2:37][CH2:38][C:39]1[N:40]=[CH:41][NH:42][CH:43]=1.